From a dataset of Reaction yield outcomes from USPTO patents with 853,638 reactions. Predict the reaction yield, written as a fraction of the theoretical maximum amount of product (1.0 means a 100% yield; for example, 0.34 means a 34% yield). The catalyst is CC(OC)(C)C.CC(C)=O.O. The reactants are [CH2:1]1[CH2:6][C@H:5]([C:7]([OH:9])=[O:8])[CH2:4][CH2:3][C@H:2]1[CH2:10][NH2:11].[CH:12]1([C:18]([O:20][CH:21]([O:25][C:26](ON2C(=O)CCC2=O)=[O:27])[CH:22]([CH3:24])[CH3:23])=[O:19])[CH2:17][CH2:16][CH2:15][CH2:14][CH2:13]1. The yield is 0.270. The product is [CH:12]1([C:18]([O:20][CH:21]([O:25][C:26]([NH:11][CH2:10][C@H:2]2[CH2:3][CH2:4][C@H:5]([C:7]([OH:9])=[O:8])[CH2:6][CH2:1]2)=[O:27])[CH:22]([CH3:23])[CH3:24])=[O:19])[CH2:13][CH2:14][CH2:15][CH2:16][CH2:17]1.